From a dataset of Full USPTO retrosynthesis dataset with 1.9M reactions from patents (1976-2016). Predict the reactants needed to synthesize the given product. (1) Given the product [CH:11]1([C:10]2[C:9]3[C:4](=[CH:5][C:6]([C:17]([NH:19][S:20]([N:23]([CH3:24])[CH3:25])(=[O:22])=[O:21])=[O:18])=[CH:7][CH:8]=3)[NH:3][C:2]=2[C:4]2[CH:9]=[CH:8][CH:7]=[CH:6][C:5]=2[CH:28]=[O:31])[CH2:12][CH2:13][CH2:14][CH2:15][CH2:16]1, predict the reactants needed to synthesize it. The reactants are: Br[C:2]1[NH:3][C:4]2[C:9]([C:10]=1[CH:11]1[CH2:16][CH2:15][CH2:14][CH2:13][CH2:12]1)=[CH:8][CH:7]=[C:6]([C:17]([NH:19][S:20]([N:23]([CH3:25])[CH3:24])(=[O:22])=[O:21])=[O:18])[CH:5]=2.[Li+].[Cl-].[C:28]([O-:31])([O-])=O.[Na+].[Na+]. (2) Given the product [OH:33][CH2:32][CH2:31][CH2:30][O:34][C:2]1[NH:1][C:9]2[C:4]([C:3]=1[C:10]([O:12][CH3:13])=[O:11])=[CH:5][CH:6]=[CH:7][CH:8]=2, predict the reactants needed to synthesize it. The reactants are: [NH:1]1[C:9]2[C:4](=[CH:5][CH:6]=[CH:7][CH:8]=2)[C:3]([C:10]([O:12][CH3:13])=[O:11])=[CH:2]1.C1N2CCN(CC2)C1.ClN1C(=O)CCC1=O.[CH2:30]([OH:34])[CH2:31][CH2:32][OH:33].CS(O)(=O)=O. (3) Given the product [NH2:67][C@H:22]([CH2:21][CH2:20][CH2:19][NH:18][C:16]([O:15][CH2:8][C:9]1[CH:10]=[CH:11][CH:12]=[CH:13][CH:14]=1)=[O:17])[C:23]([O:25][C@H:26]1[C@@H:30]([OH:31])[C@H:29]([N:32]2[CH:40]=[N:39][C:38]3[C:33]2=[N:34][CH:35]=[N:36][C:37]=3[NH2:41])[O:28][C@H:27]1[CH2:42][O:43][P:44]([O:47][C@H:48]1[CH2:52][C@H:51]([N:53]2[CH:58]=[CH:57][C:56]([NH2:59])=[N:55][C:54]2=[O:60])[O:50][C@@H:49]1[CH2:61][O:62][P:63]([OH:66])([OH:65])=[O:64])([OH:46])=[O:45])=[O:24], predict the reactants needed to synthesize it. The reactants are: FC(F)(F)C(O)=O.[CH2:8]([O:15][C:16]([NH:18][CH2:19][CH2:20][CH2:21][C@@H:22]([NH:67]C(OC(C)(C)C)=O)[C:23]([O:25][C@H:26]1[C@@H:30]([OH:31])[C@H:29]([N:32]2[CH:40]=[N:39][C:38]3[C:33]2=[N:34][CH:35]=[N:36][C:37]=3[NH2:41])[O:28][C@H:27]1[CH2:42][O:43][P:44]([O:47][C@H:48]1[CH2:52][C@H:51]([N:53]2[CH:58]=[CH:57][C:56]([NH2:59])=[N:55][C:54]2=[O:60])[O:50][C@@H:49]1[CH2:61][O:62][P:63]([OH:66])([OH:65])=[O:64])([OH:46])=[O:45])=[O:24])=[O:17])[C:9]1[CH:14]=[CH:13][CH:12]=[CH:11][CH:10]=1. (4) Given the product [Cl:1][C:2]1[CH:11]=[C:10]([Cl:12])[C:5]([C:6]([NH:21][CH2:18][CH2:19][CH3:20])=[O:8])=[C:4]([N+:13]([O-:15])=[O:14])[C:3]=1[O:16][CH3:17], predict the reactants needed to synthesize it. The reactants are: [Cl:1][C:2]1[CH:11]=[C:10]([Cl:12])[C:5]([C:6]([O:8]C)=O)=[C:4]([N+:13]([O-:15])=[O:14])[C:3]=1[O:16][CH3:17].[CH2:18]([NH2:21])[CH2:19][CH3:20].